Dataset: Reaction yield outcomes from USPTO patents with 853,638 reactions. Task: Predict the reaction yield, written as a fraction of the theoretical maximum amount of product (1.0 means a 100% yield; for example, 0.34 means a 34% yield). The reactants are [Cl:1][C:2]1[C:7]([C:8]([F:11])([F:10])[F:9])=[CH:6][N:5]=[C:4]2[NH:12][CH:13]=[C:14]([NH:15][C:16](=[O:23])[C:17]3[CH:22]=[CH:21][CH:20]=[N:19][CH:18]=3)[C:3]=12.[NH:24]1[CH2:29][CH2:28][CH2:27][C@@H:26]([NH:30]C(=O)OC(C)(C)C)[CH2:25]1.C(O)(C(F)(F)F)=O. The catalyst is CCCCO.C(Cl)Cl. The product is [ClH:1].[NH2:30][C@@H:26]1[CH2:27][CH2:28][CH2:29][N:24]([C:2]2[C:7]([C:8]([F:11])([F:10])[F:9])=[CH:6][N:5]=[C:4]3[NH:12][CH:13]=[C:14]([NH:15][C:16](=[O:23])[C:17]4[CH:22]=[CH:21][CH:20]=[N:19][CH:18]=4)[C:3]=23)[CH2:25]1. The yield is 0.390.